This data is from Full USPTO retrosynthesis dataset with 1.9M reactions from patents (1976-2016). The task is: Predict the reactants needed to synthesize the given product. (1) Given the product [CH3:1][O:2][C:3](=[O:21])[C:4]1[CH:9]=[CH:8][C:7]([NH2:10])=[C:6]([NH:13][CH2:14][CH2:15][N:16]2[CH2:20][CH2:19][CH2:18][CH2:17]2)[CH:5]=1, predict the reactants needed to synthesize it. The reactants are: [CH3:1][O:2][C:3](=[O:21])[C:4]1[CH:9]=[CH:8][C:7]([N+:10]([O-])=O)=[C:6]([NH:13][CH2:14][CH2:15][N:16]2[CH2:20][CH2:19][CH2:18][CH2:17]2)[CH:5]=1. (2) Given the product [Br:1][C:12]1[N:13]=[C:14]([C:16]2[CH:17]=[CH:18][CH:19]=[CH:20][CH:21]=2)[S:15][C:11]=1[O:10][CH3:9], predict the reactants needed to synthesize it. The reactants are: [Br:1]N1C(=O)CCC1=O.[CH3:9][O:10][C:11]1[S:15][C:14]([C:16]2[CH:21]=[CH:20][CH:19]=[CH:18][CH:17]=2)=[N:13][CH:12]=1.